From a dataset of Forward reaction prediction with 1.9M reactions from USPTO patents (1976-2016). Predict the product of the given reaction. (1) Given the reactants [Br:1][C:2]1[C:3]([CH3:8])=[N:4][NH:5][C:6]=1[CH3:7].C([O-])([O-])=O.[K+].[K+].Cl[CH2:16][C:17]([N:19]1[CH2:24][CH2:23][N:22]([C:25]2[CH:30]=[CH:29][C:28]([F:31])=[CH:27][CH:26]=2)[CH2:21][CH2:20]1)=[O:18].CN(C=O)C, predict the reaction product. The product is: [F:31][C:28]1[CH:27]=[CH:26][C:25]([N:22]2[CH2:21][CH2:20][N:19]([C:17](=[O:18])[CH2:16][N:4]3[C:3]([CH3:8])=[C:2]([Br:1])[C:6]([CH3:7])=[N:5]3)[CH2:24][CH2:23]2)=[CH:30][CH:29]=1. (2) The product is: [CH3:15][C:12]1([CH3:16])[CH2:11][O:10][C:9]2[CH:17]=[CH:18][C:6]([CH2:4][OH:3])=[CH:7][C:8]=2[O:14][CH2:13]1. Given the reactants C([O:3][C:4]([C:6]1[CH:18]=[CH:17][C:9]2[O:10][CH2:11][C:12]([CH3:16])([CH3:15])[CH2:13][O:14][C:8]=2[CH:7]=1)=O)C.[H-].C([Al+]CC(C)C)C(C)C.O.Cl, predict the reaction product. (3) Given the reactants [O:1]=[C:2]1[C:7](CC2C=CC=CC=2)=[C:6](C)[C:5]2[CH:16]=[CH:17][C:18](O)=[CH:19][C:4]=2[O:3]1.C1N2CN3CN(C2)CN1C3.[C:31](O)(C(F)(F)F)=[O:32], predict the reaction product. The product is: [CH:31]([C:19]1[CH:18]=[CH:17][CH:16]=[C:5]2[C:4]=1[O:3][C:2](=[O:1])[CH:7]=[CH:6]2)=[O:32].[CH:31]([C:17]1[CH:16]=[C:5]2[C:4](=[CH:19][CH:18]=1)[O:3][C:2](=[O:1])[CH:7]=[CH:6]2)=[O:32]. (4) Given the reactants Br[C:2]1[C:3]([C:12]([F:15])([F:14])[F:13])=[CH:4][C:5]2[NH:10][CH2:9][CH2:8][O:7][C:6]=2[CH:11]=1.[CH3:16][N:17]1[CH:21]=[C:20](B2OC(C)(C)C(C)(C)O2)[CH:19]=[N:18]1.C(=O)([O-])[O-].[Na+].[Na+].C1(P(C2CCCCC2)C2C=CC=CC=2C2C(C(C)C)=CC(C(C)C)=CC=2C(C)C)CCCCC1, predict the reaction product. The product is: [CH3:16][N:17]1[CH:21]=[C:20]([C:2]2[C:3]([C:12]([F:15])([F:14])[F:13])=[CH:4][C:5]3[NH:10][CH2:9][CH2:8][O:7][C:6]=3[CH:11]=2)[CH:19]=[N:18]1. (5) The product is: [CH3:13][C:14]1[O:18][C:17]([C:19]2[CH:24]=[CH:23][CH:22]=[CH:21][CH:20]=2)=[N:16][C:15]=1[CH2:25][CH2:26][O:27][C:28]1[C:36]2[CH:35]=[CH:34][S:33][C:32]=2[C:31]([CH2:37][CH:38]2[S:42][C:41](=[O:43])[NH:40][C:39]2=[O:44])=[CH:30][CH:29]=1. Given the reactants N1C=C(C(O)=O)C=C(C(O)=O)C=1.[CH3:13][C:14]1[O:18][C:17]([C:19]2[CH:24]=[CH:23][CH:22]=[CH:21][CH:20]=2)=[N:16][C:15]=1[CH2:25][CH2:26][O:27][C:28]1[C:36]2[CH:35]=[CH:34][S:33][C:32]=2[C:31]([CH:37]=[C:38]2[S:42][C:41](=[O:43])[NH:40][C:39]2=[O:44])=[CH:30][CH:29]=1, predict the reaction product.